From a dataset of NCI-60 drug combinations with 297,098 pairs across 59 cell lines. Regression. Given two drug SMILES strings and cell line genomic features, predict the synergy score measuring deviation from expected non-interaction effect. (1) Drug 1: CC1C(C(CC(O1)OC2CC(CC3=C2C(=C4C(=C3O)C(=O)C5=C(C4=O)C(=CC=C5)OC)O)(C(=O)C)O)N)O.Cl. Drug 2: B(C(CC(C)C)NC(=O)C(CC1=CC=CC=C1)NC(=O)C2=NC=CN=C2)(O)O. Cell line: MDA-MB-231. Synergy scores: CSS=6.25, Synergy_ZIP=-4.04, Synergy_Bliss=-2.51, Synergy_Loewe=-1.72, Synergy_HSA=-2.39. (2) Drug 1: CN1C(=O)N2C=NC(=C2N=N1)C(=O)N. Drug 2: CC1CCC2CC(C(=CC=CC=CC(CC(C(=O)C(C(C(=CC(C(=O)CC(OC(=O)C3CCCCN3C(=O)C(=O)C1(O2)O)C(C)CC4CCC(C(C4)OC)OP(=O)(C)C)C)C)O)OC)C)C)C)OC. Cell line: OVCAR3. Synergy scores: CSS=19.2, Synergy_ZIP=9.41, Synergy_Bliss=12.3, Synergy_Loewe=-5.39, Synergy_HSA=8.18. (3) Synergy scores: CSS=10.5, Synergy_ZIP=-1.80, Synergy_Bliss=-1.26, Synergy_Loewe=-5.68, Synergy_HSA=-0.898. Cell line: HS 578T. Drug 2: CCC1(C2=C(COC1=O)C(=O)N3CC4=CC5=C(C=CC(=C5CN(C)C)O)N=C4C3=C2)O.Cl. Drug 1: CN(CCCl)CCCl.Cl. (4) Synergy scores: CSS=10.5, Synergy_ZIP=-1.90, Synergy_Bliss=6.08, Synergy_Loewe=-1.55, Synergy_HSA=3.69. Drug 1: C1CC(=O)NC(=O)C1N2CC3=C(C2=O)C=CC=C3N. Drug 2: CS(=O)(=O)CCNCC1=CC=C(O1)C2=CC3=C(C=C2)N=CN=C3NC4=CC(=C(C=C4)OCC5=CC(=CC=C5)F)Cl. Cell line: DU-145. (5) Drug 1: CS(=O)(=O)C1=CC(=C(C=C1)C(=O)NC2=CC(=C(C=C2)Cl)C3=CC=CC=N3)Cl. Drug 2: CC1=C(C=C(C=C1)NC(=O)C2=CC=C(C=C2)CN3CCN(CC3)C)NC4=NC=CC(=N4)C5=CN=CC=C5. Cell line: MDA-MB-435. Synergy scores: CSS=-9.99, Synergy_ZIP=4.67, Synergy_Bliss=-1.78, Synergy_Loewe=-8.76, Synergy_HSA=-9.64.